Dataset: Full USPTO retrosynthesis dataset with 1.9M reactions from patents (1976-2016). Task: Predict the reactants needed to synthesize the given product. Given the product [Cl:1][C:2]1[CH:7]=[C:6]2[C:5](=[CH:4][CH:3]=1)[N:8]([CH2:10][C:11]([N:13]1[CH2:18][CH2:17][CH:16]([CH3:19])[CH2:15][CH2:14]1)=[O:12])[CH:22]=[C:23]2[CH2:24][CH2:25][NH:26][CH3:27], predict the reactants needed to synthesize it. The reactants are: [Cl:1][C:2]1[CH:7]=[CH:6][C:5]([N:8]([CH2:10][C:11]([N:13]2[CH2:18][CH2:17][CH:16]([CH3:19])[CH2:15][CH2:14]2)=[O:12])N)=[CH:4][CH:3]=1.CO[CH:22](OC)[CH2:23][CH2:24][CH2:25][NH:26][CH3:27].